Dataset: Forward reaction prediction with 1.9M reactions from USPTO patents (1976-2016). Task: Predict the product of the given reaction. (1) Given the reactants BrC1C=CC(F)=CC=1C(O)=O.[Br:12][C:13]1[CH:18]=[CH:17][C:16]([F:19])=[CH:15][C:14]=1[C:20](=[O:26])[CH2:21]C(OC)=O.COC(=O)CC([O-])=O, predict the reaction product. The product is: [Br:12][C:13]1[CH:18]=[CH:17][C:16]([F:19])=[CH:15][C:14]=1[C:20](=[O:26])[CH3:21]. (2) Given the reactants CC1(C)C(C)(C)OB([C:9]2[CH:14]=[CH:13][C:12]([F:15])=[CH:11][CH:10]=2)O1.Br[C:18]1[CH:19]=[CH:20][C:21]([CH3:25])=[C:22]([CH:24]=1)[NH2:23].C(=O)([O-])[O-].[Cs+].[Cs+], predict the reaction product. The product is: [F:15][C:12]1[CH:11]=[CH:10][C:9]([C:18]2[CH:19]=[CH:20][C:21]([CH3:25])=[C:22]([NH2:23])[CH:24]=2)=[CH:14][CH:13]=1.